From a dataset of Catalyst prediction with 721,799 reactions and 888 catalyst types from USPTO. Predict which catalyst facilitates the given reaction. Reactant: [CH2:1]([P:5]([CH2:10][CH2:11][CH2:12][CH3:13])[CH2:6][CH2:7][CH2:8][CH3:9])[CH2:2][CH2:3][CH3:4].[Br:14][CH2:15][CH2:16][CH2:17][O:18][C:19](=[O:37])[CH:20]([O:22][N:23]1[C:28]([CH2:30][CH3:31])([CH3:29])[CH2:27][CH:26]([OH:32])[CH:25]([CH3:33])[C:24]1([CH2:35][CH3:36])[CH3:34])[CH3:21]. Product: [Br-:14].[CH2:10]([P+:5]([CH2:1][CH2:2][CH2:3][CH3:4])([CH2:6][CH2:7][CH2:8][CH3:9])[CH2:15][CH2:16][CH2:17][O:18][C:19](=[O:37])[CH:20]([O:22][N:23]1[C:28]([CH2:30][CH3:31])([CH3:29])[CH2:27][CH:26]([OH:32])[CH:25]([CH3:33])[C:24]1([CH2:35][CH3:36])[CH3:34])[CH3:21])[CH2:11][CH2:12][CH3:13]. The catalyst class is: 10.